The task is: Predict which catalyst facilitates the given reaction.. This data is from Catalyst prediction with 721,799 reactions and 888 catalyst types from USPTO. Reactant: C(=O)([O-])[O-].[K+].[K+].[Cl:7][C:8]1[C:15]([F:16])=[CH:14][CH:13]=[C:12]([Cl:17])[C:9]=1[CH:10]=[O:11].[N+:18]([CH3:21])([O-:20])=[O:19]. Product: [Cl:7][C:8]1[C:15]([F:16])=[CH:14][CH:13]=[C:12]([Cl:17])[C:9]=1[CH:10]([OH:11])[CH2:21][N+:18]([O-:20])=[O:19]. The catalyst class is: 1.